This data is from Forward reaction prediction with 1.9M reactions from USPTO patents (1976-2016). The task is: Predict the product of the given reaction. (1) Given the reactants C([O-])(=O)C.[Na+].[CH3:6][O:7][CH2:8][C:9]1[N:10]=[C:11]([CH2:31][CH2:32][CH3:33])[N:12]([CH2:16][C:17]2[CH:22]=[CH:21][C:20]([C:23]3[C:24]([C:29]#[N:30])=[CH:25][CH:26]=[CH:27][CH:28]=3)=[CH:19][CH:18]=2)[C:13](=[O:15])[CH:14]=1.[Br:34]Br, predict the reaction product. The product is: [Br:34][C:14]1[C:13](=[O:15])[N:12]([CH2:16][C:17]2[CH:22]=[CH:21][C:20]([C:23]3[C:24]([C:29]#[N:30])=[CH:25][CH:26]=[CH:27][CH:28]=3)=[CH:19][CH:18]=2)[C:11]([CH2:31][CH2:32][CH3:33])=[N:10][C:9]=1[CH2:8][O:7][CH3:6]. (2) Given the reactants [Cl:1][C:2]1[C:7]([CH2:8][CH:9]=[O:10])=[C:6]([N:11]([C:19]2[CH:24]=[CH:23][C:22]([O:25][CH2:26][CH3:27])=[CH:21][CH:20]=2)[C:12](=[O:18])[O:13][C:14]([CH3:17])([CH3:16])[CH3:15])[N:5]2[N:28]=[CH:29][CH:30]=[C:4]2[N:3]=1.P([O-])(O)(O)=[O:32].[Na+].CC(=CC)C.Cl([O-])=O.[Na+], predict the reaction product. The product is: [C:14]([O:13][C:12]([N:11]([C:19]1[CH:20]=[CH:21][C:22]([O:25][CH2:26][CH3:27])=[CH:23][CH:24]=1)[C:6]1[N:5]2[N:28]=[CH:29][CH:30]=[C:4]2[N:3]=[C:2]([Cl:1])[C:7]=1[CH2:8][C:9]([OH:32])=[O:10])=[O:18])([CH3:16])([CH3:15])[CH3:17]. (3) The product is: [CH3:1][S:2][C:3]1[N:8]=[C:7]([NH:17][CH3:16])[C:6]([C:10]2[CH:15]=[CH:14][CH:13]=[CH:12][CH:11]=2)=[CH:5][N:4]=1. Given the reactants [CH3:1][S:2][C:3]1[N:8]=[C:7](Cl)[C:6]([C:10]2[CH:15]=[CH:14][CH:13]=[CH:12][CH:11]=2)=[CH:5][N:4]=1.[CH3:16][NH2:17].C(Cl)Cl.CO, predict the reaction product. (4) Given the reactants [C:1]1([C:7]2[C:15]3[C:10](=[CH:11][CH:12]=[CH:13][CH:14]=3)[N:9]([S:16]([C:19]3[CH:27]=[CH:26][C:22]([C:23](O)=[O:24])=[CH:21][CH:20]=3)(=[O:18])=[O:17])[CH:8]=2)[CH:6]=[CH:5][CH:4]=[CH:3][CH:2]=1.[C:28]1([CH:34]2[CH2:37][CH2:36][NH:35]2)[CH:33]=[CH:32][CH:31]=[CH:30][CH:29]=1.C(N(CC)CC)C.N1(O[P+](N(C)C)(N(C)C)N(C)C)C2C=CC=CC=2N=N1, predict the reaction product. The product is: [C:28]1([CH:34]2[CH2:37][CH2:36][N:35]2[C:23]([C:22]2[CH:21]=[CH:20][C:19]([S:16]([N:9]3[C:10]4[C:15](=[CH:14][CH:13]=[CH:12][CH:11]=4)[C:7]([C:1]4[CH:6]=[CH:5][CH:4]=[CH:3][CH:2]=4)=[CH:8]3)(=[O:18])=[O:17])=[CH:27][CH:26]=2)=[O:24])[CH:33]=[CH:32][CH:31]=[CH:30][CH:29]=1. (5) Given the reactants [C:1]([O:5][C:6](=[O:42])[N:7]([C:17]1[C:18]([CH:24]([C:26]2[CH:31]=[CH:30][N:29]=[C:28]3[N:32]([Si:35]([C:38]([CH3:41])([CH3:40])[CH3:39])([CH3:37])[CH3:36])[CH:33]=[CH:34][C:27]=23)[OH:25])=[N:19][CH:20]=[C:21]([Cl:23])[CH:22]=1)[CH2:8][C:9]1[CH:14]=[CH:13][C:12]([O:15][CH3:16])=[CH:11][CH:10]=1)([CH3:4])([CH3:3])[CH3:2].CC(OI1(OC(C)=O)(OC(C)=O)OC(=O)C2C=CC=CC1=2)=O.C(=O)(O)[O-].[Na+].S([O-])([O-])(=O)=S.[Na+].[Na+], predict the reaction product. The product is: [C:1]([O:5][C:6](=[O:42])[N:7]([C:17]1[C:18]([C:24]([C:26]2[C:27]3[CH:34]=[CH:33][N:32]([Si:35]([C:38]([CH3:41])([CH3:40])[CH3:39])([CH3:36])[CH3:37])[C:28]=3[N:29]=[CH:30][CH:31]=2)=[O:25])=[N:19][CH:20]=[C:21]([Cl:23])[CH:22]=1)[CH2:8][C:9]1[CH:14]=[CH:13][C:12]([O:15][CH3:16])=[CH:11][CH:10]=1)([CH3:2])([CH3:4])[CH3:3]. (6) Given the reactants [OH:1][CH:2]1[N:6]([C:7]([O:9][C:10]([CH3:13])([CH3:12])[CH3:11])=[O:8])[C@H:5]([C:14]([O:16][CH2:17][C:18]2[CH:23]=[CH:22][CH:21]=[CH:20][CH:19]=2)=[O:15])[CH2:4][CH2:3]1.O.[C:25]1(C)C=CC(S(O)(=O)=O)=CC=1.C(=O)([O-])O.[Na+], predict the reaction product. The product is: [CH3:25][O:1][CH:2]1[N:6]([C:7]([O:9][C:10]([CH3:12])([CH3:13])[CH3:11])=[O:8])[C@H:5]([C:14]([O:16][CH2:17][C:18]2[CH:19]=[CH:20][CH:21]=[CH:22][CH:23]=2)=[O:15])[CH2:4][CH2:3]1. (7) Given the reactants [CH3:1][N:2]1[CH:6]=[C:5]([C:7]2[CH:8]=[C:9]([CH:17]=[C:18]([C:20]([F:23])([F:22])[F:21])[CH:19]=2)[C:10]([O:12]C(C)(C)C)=[O:11])[N:4]=[CH:3]1.C(O)(C(F)(F)F)=O.C(Cl)[Cl:32], predict the reaction product. The product is: [ClH:32].[CH3:1][N:2]1[CH:6]=[C:5]([C:7]2[CH:8]=[C:9]([CH:17]=[C:18]([C:20]([F:22])([F:21])[F:23])[CH:19]=2)[C:10]([OH:12])=[O:11])[N:4]=[CH:3]1.